Dataset: Full USPTO retrosynthesis dataset with 1.9M reactions from patents (1976-2016). Task: Predict the reactants needed to synthesize the given product. (1) Given the product [Cl:2][C:3]1[CH:4]=[CH:5][C:6]([N+:11]([O-:13])=[O:12])=[C:7]([CH:8]2[O:16][CH2:15][CH2:14][O:9]2)[CH:10]=1, predict the reactants needed to synthesize it. The reactants are: O.[Cl:2][C:3]1[CH:4]=[CH:5][C:6]([N+:11]([O-:13])=[O:12])=[C:7]([CH:10]=1)[CH:8]=[O:9].[CH2:14](O)[CH2:15][OH:16].ClCCl. (2) Given the product [CH2:1]([O:8][C:9]1[CH:14]=[CH:13][C:12]([C:15]2[N:19]=[C:18]([CH2:20][Br:23])[S:17][N:16]=2)=[CH:11][CH:10]=1)[C:2]1[CH:7]=[CH:6][CH:5]=[CH:4][CH:3]=1, predict the reactants needed to synthesize it. The reactants are: [CH2:1]([O:8][C:9]1[CH:14]=[CH:13][C:12]([C:15]2[N:19]=[C:18]([CH2:20]O)[S:17][N:16]=2)=[CH:11][CH:10]=1)[C:2]1[CH:7]=[CH:6][CH:5]=[CH:4][CH:3]=1.P(Br)(Br)[Br:23].O. (3) The reactants are: [CH2:1]([S:3]([C:6]1[CH:7]=[C:8]([C:12]2[CH:20]=[CH:19][C:18]([OH:21])=[C:17]3[C:13]=2[C:14]2[CH:25]=[C:24]([CH3:26])[CH:23]=[N:22][C:15]=2[NH:16]3)[CH:9]=[CH:10][CH:11]=1)(=[O:5])=[O:4])[CH3:2].Br[CH2:28][CH2:29][OH:30].C(S(C1C=C(C2C=CC(OCCCN(C)C)=C3C=2C2C=C(C)C=NC=2N3)C=CC=1)(=O)=O)C. Given the product [CH2:1]([S:3]([C:6]1[CH:7]=[C:8]([C:12]2[CH:20]=[CH:19][C:18]([O:21][CH2:28][CH2:29][OH:30])=[C:17]3[C:13]=2[C:14]2[CH:25]=[C:24]([CH3:26])[CH:23]=[N:22][C:15]=2[NH:16]3)[CH:9]=[CH:10][CH:11]=1)(=[O:5])=[O:4])[CH3:2], predict the reactants needed to synthesize it. (4) Given the product [S:15]1[CH:16]=[CH:17][C:13]([C:4]2[CH:5]=[CH:6][CH:7]=[CH:8][C:3]=2[CH:1]=[O:2])=[CH:14]1, predict the reactants needed to synthesize it. The reactants are: [CH:1]([C:3]1[CH:8]=[CH:7][CH:6]=[CH:5][C:4]=1B(O)O)=[O:2].Br[C:13]1[CH:17]=[CH:16][S:15][CH:14]=1.C(=O)([O-])[O-].[Na+].[Na+]. (5) Given the product [F:38][C:35]1[CH:36]=[CH:37][C:32]([C:26]2[C:25]([CH2:24][O:23][C:20]3[CH:21]=[CH:22][C:17]([C:16]([NH:8][CH2:7][C:6]([F:13])([F:5])[C:9]([F:12])([F:11])[F:10])=[O:15])=[CH:18][N:19]=3)=[C:29]([CH2:30][OH:31])[O:28][N:27]=2)=[CH:33][CH:34]=1, predict the reactants needed to synthesize it. The reactants are: C[Al](C)C.[F:5][C:6]([F:13])([C:9]([F:12])([F:11])[F:10])[CH2:7][NH2:8].C[O:15][C:16](=O)[C:17]1[CH:22]=[CH:21][C:20]([O:23][CH2:24][C:25]2[C:26]([C:32]3[CH:37]=[CH:36][C:35]([F:38])=[CH:34][CH:33]=3)=[N:27][O:28][C:29]=2[CH2:30][OH:31])=[N:19][CH:18]=1. (6) Given the product [Cl:18][C:10]1[CH:11]=[CH:12][C:13]2[C:8]([CH:9]=1)=[N:7][N:6]([CH2:5][C:2]([NH:1][C:26](=[S:27])[C:25]1[CH:24]=[CH:23][C:22]([C:21]([F:20])([F:31])[F:32])=[CH:30][CH:29]=1)([C:3]#[N:4])[CH3:19])[C:14]=2[O:15][CH2:16][CH3:17], predict the reactants needed to synthesize it. The reactants are: [NH2:1][C:2]([CH3:19])([CH2:5][N:6]1[C:14]([O:15][CH2:16][CH3:17])=[C:13]2[C:8]([CH:9]=[C:10]([Cl:18])[CH:11]=[CH:12]2)=[N:7]1)[C:3]#[N:4].[F:20][C:21]([F:32])([F:31])[C:22]1[CH:30]=[CH:29][C:25]([C:26](Cl)=[S:27])=[CH:24][CH:23]=1. (7) Given the product [Br:1][C:13]1[C:4]([OH:3])=[N:5][C:6]2[C:11]([CH:12]=1)=[CH:10][CH:9]=[CH:8][N:7]=2, predict the reactants needed to synthesize it. The reactants are: [Br:1]Br.[OH:3][C:4]1[C:13](C(O)=O)=[CH:12][C:11]2[C:6](=[N:7][CH:8]=[CH:9][CH:10]=2)[N:5]=1.O. (8) Given the product [CH3:7][C:8]1([CH3:39])[C:16]2[C:11](=[CH:12][CH:13]=[C:14]([C:17]3[CH:18]=[CH:19][C:20]([C:23]([F:24])([F:26])[F:25])=[CH:21][CH:22]=3)[CH:15]=2)[N:10]([C:27](=[O:38])[CH2:28][C:29]2[CH:34]=[CH:33][C:32]([O:35][CH2:41][C:42]([O:44][C:45]([CH3:48])([CH3:47])[CH3:46])=[O:43])=[C:31]([O:36][CH3:37])[CH:30]=2)[CH2:9]1, predict the reactants needed to synthesize it. The reactants are: C(=O)([O-])[O-].[K+].[K+].[CH3:7][C:8]1([CH3:39])[C:16]2[C:11](=[CH:12][CH:13]=[C:14]([C:17]3[CH:22]=[CH:21][C:20]([C:23]([F:26])([F:25])[F:24])=[CH:19][CH:18]=3)[CH:15]=2)[N:10]([C:27](=[O:38])[CH2:28][C:29]2[CH:34]=[CH:33][C:32]([OH:35])=[C:31]([O:36][CH3:37])[CH:30]=2)[CH2:9]1.Br[CH2:41][C:42]([O:44][C:45]([CH3:48])([CH3:47])[CH3:46])=[O:43].